The task is: Binary Classification. Given a drug SMILES string, predict its activity (active/inactive) in a high-throughput screening assay against a specified biological target.. This data is from Tyrosyl-DNA phosphodiesterase HTS with 341,365 compounds. The compound is S(Cc1ncccc1)CC(=O)Nc1ccccc1. The result is 0 (inactive).